From a dataset of Peptide-MHC class I binding affinity with 185,985 pairs from IEDB/IMGT. Regression. Given a peptide amino acid sequence and an MHC pseudo amino acid sequence, predict their binding affinity value. This is MHC class I binding data. The peptide sequence is MLLILCVTQV. The MHC is HLA-A02:06 with pseudo-sequence HLA-A02:06. The binding affinity (normalized) is 0.809.